From a dataset of Full USPTO retrosynthesis dataset with 1.9M reactions from patents (1976-2016). Predict the reactants needed to synthesize the given product. (1) Given the product [Br:1][C:2]1[C:3]([O:11][CH3:12])=[C:4]2[C:7](=[CH:8][CH:9]=1)[NH:24][N:23]=[CH:5]2, predict the reactants needed to synthesize it. The reactants are: [Br:1][C:2]1[C:3]([O:11][CH3:12])=[C:4]([C:7](F)=[CH:8][CH:9]=1)[CH:5]=O.Cl.O(N)C.C(=O)([O-])[O-].[K+].[K+].[NH2:23][NH2:24]. (2) Given the product [ClH:38].[CH2:1]([N:8]1[C:12]2([CH2:17][CH2:16][N:15]([C:18]([C:20]3[O:21][CH:22]=[CH:23][CH:24]=3)=[O:19])[CH2:14][CH2:13]2)[NH:11][C@@H:10]([CH2:25][C:26]2[CH:27]=[CH:28][CH:29]=[CH:30][CH:31]=2)[C:9]1=[O:32])[C:2]1[CH:7]=[CH:6][CH:5]=[CH:4][CH:3]=1, predict the reactants needed to synthesize it. The reactants are: [CH2:1]([N:8]1[C:12]2([CH2:17][CH2:16][N:15]([C:18]([C:20]3[O:21][CH:22]=[CH:23][CH:24]=3)=[O:19])[CH2:14][CH2:13]2)[NH:11][C@@H:10]([CH2:25][C:26]2[CH:31]=[CH:30][CH:29]=[CH:28][CH:27]=2)[C:9]1=[O:32])[C:2]1[CH:7]=[CH:6][CH:5]=[CH:4][CH:3]=1.O.C[Si]([Cl:38])(C)C.CCOCC. (3) Given the product [Br:1][C:2]1[CH:9]=[CH:8][C:5]([CH2:6][NH:7][C:12]([NH:11][C:14]2[CH:23]=[CH:22][CH:21]=[C:20]3[C:15]=2[CH:16]=[C:17]([CH3:24])[N:18]=[CH:19]3)=[O:13])=[CH:4][C:3]=1[F:10], predict the reactants needed to synthesize it. The reactants are: [Br:1][C:2]1[CH:9]=[CH:8][C:5]([CH2:6][NH2:7])=[CH:4][C:3]=1[F:10].[N:11]([C:14]1[CH:23]=[CH:22][CH:21]=[C:20]2[C:15]=1[CH:16]=[C:17]([CH3:24])[N:18]=[CH:19]2)=[C:12]=[O:13].N(C1C=CC=C2C=1C=CN=C2)=C=O. (4) Given the product [F:19][C:20]1[CH:21]=[C:22]([N+:27]([O-:29])=[O:28])[CH:23]=[CH:24][C:25]=1[CH:2]([C:1]([O:9][CH2:10][C:11]1[CH:12]=[CH:13][CH:14]=[CH:15][CH:16]=1)=[O:8])[C:3]([O:5][CH2:6][CH3:7])=[O:4], predict the reactants needed to synthesize it. The reactants are: [C:1]([O:9][CH2:10][C:11]1[CH:16]=[CH:15][CH:14]=[CH:13][CH:12]=1)(=[O:8])[CH2:2][C:3]([O:5][CH2:6][CH3:7])=[O:4].[H-].[Na+].[F:19][C:20]1[CH:21]=[C:22]([N+:27]([O-:29])=[O:28])[CH:23]=[CH:24][C:25]=1F.C(OCC)(=O)C. (5) Given the product [NH2:1][C:2]1[C:7]([C:8]#[N:9])=[C:6]([C:10]2[CH:11]=[N:12][C:13]([O:16][CH2:17][C@@H:18]3[CH2:22][O:21][C:20]([CH3:24])([CH3:23])[O:19]3)=[CH:14][CH:15]=2)[C:5]([C:25]#[N:26])=[C:4]([S:27][CH2:29][C:30]2[N:31]=[C:32]([C:35]3[CH:40]=[CH:39][C:38]([Cl:41])=[CH:37][CH:36]=3)[O:33][CH:34]=2)[N:3]=1, predict the reactants needed to synthesize it. The reactants are: [NH2:1][C:2]1[C:7]([C:8]#[N:9])=[C:6]([C:10]2[CH:11]=[N:12][C:13]([O:16][CH2:17][C@@H:18]3[CH2:22][O:21][C:20]([CH3:24])([CH3:23])[O:19]3)=[CH:14][CH:15]=2)[C:5]([C:25]#[N:26])=[C:4]([SH:27])[N:3]=1.Cl[CH2:29][C:30]1[N:31]=[C:32]([C:35]2[CH:40]=[CH:39][C:38]([Cl:41])=[CH:37][CH:36]=2)[O:33][CH:34]=1.C(=O)(O)[O-].[Na+]. (6) Given the product [Cl:1][C:2]1[CH:3]=[N:4][CH:5]=[C:6]([Cl:20])[C:7]=1[S:8][C:9]1[S:13][C:12]([C:14]([NH:27][CH2:26][C:25]2[CH:28]=[CH:29][CH:30]=[C:23]([N:22]([CH3:31])[CH3:21])[CH:24]=2)=[O:15])=[CH:11][C:10]=1[N+:17]([O-:19])=[O:18], predict the reactants needed to synthesize it. The reactants are: [Cl:1][C:2]1[CH:3]=[N:4][CH:5]=[C:6]([Cl:20])[C:7]=1[S:8][C:9]1[S:13][C:12]([C:14](Cl)=[O:15])=[CH:11][C:10]=1[N+:17]([O-:19])=[O:18].[CH3:21][N:22]([CH3:31])[C:23]1[CH:24]=[C:25]([CH:28]=[CH:29][CH:30]=1)[CH2:26][NH2:27].